Dataset: Forward reaction prediction with 1.9M reactions from USPTO patents (1976-2016). Task: Predict the product of the given reaction. (1) Given the reactants [CH2:1]([O:3][C:4](=[O:14])[C:5]1[C:10]([CH3:11])=[CH:9][C:8](Cl)=[N:7][C:6]=1[CH3:13])[CH3:2].CC1(C)C(C)(C)OB([C:23]2[CH:24]=[N:25][CH:26]=[C:27]([C:29]([F:32])([F:31])[F:30])[CH:28]=2)O1, predict the reaction product. The product is: [CH2:1]([O:3][C:4]([C:5]1[C:10]([CH3:11])=[CH:9][C:8]([C:23]2[CH:24]=[N:25][CH:26]=[C:27]([C:29]([F:32])([F:31])[F:30])[CH:28]=2)=[N:7][C:6]=1[CH3:13])=[O:14])[CH3:2]. (2) Given the reactants [C:1]([O:5][C:6]([C:8]1[CH:13]=C[C:11](C2C=C(C=C(OC)N=2)C(O)=O)=[CH:10][CH:9]=1)=[O:7])([CH3:4])([CH3:3])[CH3:2].[CH:25]([N:28]1[C:41]2[C:40](=[O:42])[CH2:39][C:33]3([CH2:38][CH2:37][NH:36][CH2:35][CH2:34]3)[CH2:32][C:31]=2[CH:30]=[N:29]1)([CH3:27])[CH3:26].C([N:45]([CH2:48][CH3:49])[CH2:46][CH3:47])C.[C:50](OCC)(=[O:52])C.[O:56]1[CH2:60][CH2:59][CH2:58]C1, predict the reaction product. The product is: [CH:25]([N:28]1[C:41]2[C:40](=[O:42])[CH2:39][C:33]3([CH2:34][CH2:35][N:36]([C:60]([C:59]4[CH:47]=[C:46]([O:52][CH3:50])[N:45]=[C:48]([C:49]5[CH:13]=[C:8]([CH:9]=[CH:10][CH:11]=5)[C:6]([O:5][C:1]([CH3:4])([CH3:2])[CH3:3])=[O:7])[CH:58]=4)=[O:56])[CH2:37][CH2:38]3)[CH2:32][C:31]=2[CH:30]=[N:29]1)([CH3:27])[CH3:26]. (3) The product is: [N+:1]([C:4]1[CH:9]=[CH:8][C:7]([C:10]2[S:14][C:13]([CH:15]3[CH2:16][CH2:17][CH:18]([CH2:21][C:22]([NH:28][NH2:29])=[O:23])[CH2:19][CH2:20]3)=[N:12][CH:11]=2)=[CH:6][CH:5]=1)([O-:3])=[O:2]. Given the reactants [N+:1]([C:4]1[CH:9]=[CH:8][C:7]([C:10]2[S:14][C:13]([CH:15]3[CH2:20][CH2:19][CH:18]([CH2:21][C:22](OCC)=[O:23])[CH2:17][CH2:16]3)=[N:12][CH:11]=2)=[CH:6][CH:5]=1)([O-:3])=[O:2].O.[NH2:28][NH2:29], predict the reaction product.